This data is from NCI-60 drug combinations with 297,098 pairs across 59 cell lines. The task is: Regression. Given two drug SMILES strings and cell line genomic features, predict the synergy score measuring deviation from expected non-interaction effect. (1) Drug 1: COC1=C(C=C2C(=C1)N=CN=C2NC3=CC(=C(C=C3)F)Cl)OCCCN4CCOCC4. Drug 2: CN(C(=O)NC(C=O)C(C(C(CO)O)O)O)N=O. Cell line: RPMI-8226. Synergy scores: CSS=7.31, Synergy_ZIP=-2.65, Synergy_Bliss=-0.603, Synergy_Loewe=0.0395, Synergy_HSA=-0.263. (2) Drug 1: CS(=O)(=O)CCNCC1=CC=C(O1)C2=CC3=C(C=C2)N=CN=C3NC4=CC(=C(C=C4)OCC5=CC(=CC=C5)F)Cl. Drug 2: CC1C(C(CC(O1)OC2CC(OC(C2O)C)OC3=CC4=CC5=C(C(=O)C(C(C5)C(C(=O)C(C(C)O)O)OC)OC6CC(C(C(O6)C)O)OC7CC(C(C(O7)C)O)OC8CC(C(C(O8)C)O)(C)O)C(=C4C(=C3C)O)O)O)O. Cell line: SK-MEL-5. Synergy scores: CSS=9.66, Synergy_ZIP=-0.567, Synergy_Bliss=-2.25, Synergy_Loewe=-43.9, Synergy_HSA=-2.07. (3) Drug 1: CCCCC(=O)OCC(=O)C1(CC(C2=C(C1)C(=C3C(=C2O)C(=O)C4=C(C3=O)C=CC=C4OC)O)OC5CC(C(C(O5)C)O)NC(=O)C(F)(F)F)O. Drug 2: C1=CN(C=N1)CC(O)(P(=O)(O)O)P(=O)(O)O. Cell line: LOX IMVI. Synergy scores: CSS=43.3, Synergy_ZIP=0.000967, Synergy_Bliss=-2.34, Synergy_Loewe=-11.3, Synergy_HSA=-5.05. (4) Drug 1: CN(CC1=CN=C2C(=N1)C(=NC(=N2)N)N)C3=CC=C(C=C3)C(=O)NC(CCC(=O)O)C(=O)O. Drug 2: CC1=C(C=C(C=C1)NC(=O)C2=CC=C(C=C2)CN3CCN(CC3)C)NC4=NC=CC(=N4)C5=CN=CC=C5. Cell line: RPMI-8226. Synergy scores: CSS=26.7, Synergy_ZIP=-2.63, Synergy_Bliss=-1.97, Synergy_Loewe=-0.0366, Synergy_HSA=0.553. (5) Drug 1: CNC(=O)C1=CC=CC=C1SC2=CC3=C(C=C2)C(=NN3)C=CC4=CC=CC=N4. Drug 2: C1CN(P(=O)(OC1)NCCCl)CCCl. Cell line: MDA-MB-231. Synergy scores: CSS=-0.0475, Synergy_ZIP=2.41, Synergy_Bliss=2.49, Synergy_Loewe=-0.881, Synergy_HSA=-1.05.